Dataset: Peptide-MHC class I binding affinity with 185,985 pairs from IEDB/IMGT. Task: Regression. Given a peptide amino acid sequence and an MHC pseudo amino acid sequence, predict their binding affinity value. This is MHC class I binding data. (1) The peptide sequence is REVLNVRYM. The MHC is HLA-B15:01 with pseudo-sequence HLA-B15:01. The binding affinity (normalized) is 0.0847. (2) The peptide sequence is QPFLQPQLPY. The MHC is HLA-B35:01 with pseudo-sequence HLA-B35:01. The binding affinity (normalized) is 0.690.